This data is from Full USPTO retrosynthesis dataset with 1.9M reactions from patents (1976-2016). The task is: Predict the reactants needed to synthesize the given product. (1) The reactants are: [CH3:1][S:2]([C:5]1[CH:6]=[C:7]([CH2:15]O)[CH:8]=[C:9]([C:11]([F:14])([F:13])[F:12])[CH:10]=1)(=[O:4])=[O:3].C1(P(C2C=CC=CC=2)C2C=CC=CC=2)C=CC=CC=1.C1C(=O)N([Br:43])C(=O)C1.O. Given the product [Br:43][CH2:15][C:7]1[CH:8]=[C:9]([C:11]([F:14])([F:13])[F:12])[CH:10]=[C:5]([S:2]([CH3:1])(=[O:4])=[O:3])[CH:6]=1, predict the reactants needed to synthesize it. (2) Given the product [CH3:8][C@H:6]1[O:7][C@@H:2]([CH3:1])[CH2:3][N:4]([CH2:9][C:27]2[N:26]([C:23]3[CH:22]=[CH:21][C:20]([C:19]([F:28])([F:29])[F:18])=[CH:25][CH:24]=3)[N:17]=[N:16][N:15]=2)[CH2:5]1, predict the reactants needed to synthesize it. The reactants are: [CH3:1][C@H:2]1[O:7][C@@H:6]([CH3:8])[CH2:5][NH:4][CH2:3]1.[CH2:9]=O.C[Si]([N:15]=[N+:16]=[N-:17])(C)C.[F:18][C:19]([F:29])([F:28])[C:20]1[CH:25]=[CH:24][C:23]([N+:26]#[C-:27])=[CH:22][CH:21]=1.